This data is from Forward reaction prediction with 1.9M reactions from USPTO patents (1976-2016). The task is: Predict the product of the given reaction. The product is: [C:28]([NH:32][S:33]([C:36]1[S:37][C:38]([C:2]2[CH:7]=[CH:6][CH:5]=[C:4]([C:8]3[N:13]=[C:12]([C:14]([F:16])([F:17])[F:15])[CH:11]=[C:10]([C:18]4[CH:19]=[CH:20][C:21]([C:24]([F:25])([F:26])[F:27])=[CH:22][CH:23]=4)[N:9]=3)[CH:3]=2)=[CH:39][CH:40]=1)(=[O:34])=[O:35])([CH3:31])([CH3:29])[CH3:30]. Given the reactants Br[C:2]1[CH:3]=[C:4]([C:8]2[N:13]=[C:12]([C:14]([F:17])([F:16])[F:15])[CH:11]=[C:10]([C:18]3[CH:23]=[CH:22][C:21]([C:24]([F:27])([F:26])[F:25])=[CH:20][CH:19]=3)[N:9]=2)[CH:5]=[CH:6][CH:7]=1.[C:28]([NH:32][S:33]([C:36]1[S:37][C:38](B2OC(C)(C)C(C)(C)O2)=[CH:39][CH:40]=1)(=[O:35])=[O:34])([CH3:31])([CH3:30])[CH3:29], predict the reaction product.